From a dataset of Full USPTO retrosynthesis dataset with 1.9M reactions from patents (1976-2016). Predict the reactants needed to synthesize the given product. (1) Given the product [Cl:41][C@@H:21]1[CH2:22][CH2:23][CH2:24][CH2:25][C@H:20]1[NH:19][C:17]1[S:18][C:14]2[CH:13]=[C:12]([CH2:11][N:8]3[C:5]4=[N:6][CH:7]=[C:2]([F:1])[CH:3]=[C:4]4[N:10]=[CH:9]3)[CH:28]=[CH:27][C:15]=2[N:16]=1, predict the reactants needed to synthesize it. The reactants are: [F:1][C:2]1[CH:3]=[C:4]2[N:10]=[CH:9][N:8]([CH2:11][C:12]3[CH:28]=[CH:27][C:15]4[N:16]=[C:17]([NH:19][C@@H:20]5[CH2:25][CH2:24][CH2:23][CH2:22][C@@H:21]5O)[S:18][C:14]=4[CH:13]=3)[C:5]2=[N:6][CH:7]=1.CCN(C(C)C)C(C)C.S(Cl)([Cl:41])(=O)=O. (2) Given the product [Cl:8][C:5]1[CH:6]=[CH:7][C:2]([CH2:24][C:23](=[O:25])[C:22]([CH3:27])([CH3:26])[CH3:21])=[CH:3][C:4]=1[O:9][CH2:10][CH2:11][CH2:12][O:13][CH3:14], predict the reactants needed to synthesize it. The reactants are: Br[C:2]1[CH:7]=[CH:6][C:5]([Cl:8])=[C:4]([O:9][CH2:10][CH2:11][CH2:12][O:13][CH3:14])[CH:3]=1.C(O[Na])(C)(C)C.[CH3:21][C:22]([CH3:27])([CH3:26])[C:23](=[O:25])[CH3:24]. (3) Given the product [Cl:1][C:2]1[S:6][C:5]([C:7]([NH:9][CH2:10][C@H:11]2[C@H:19]3[N:14]([C:15]4[CH:23]=[CH:22][C:21]([C:24]5[CH:29]=[CH:28][CH:27]=[CH:26][C:25]=5[S:30]([NH2:33])(=[O:31])=[O:32])=[CH:20][C:16]=4[O:17][CH2:18]3)[C:13](=[O:38])[O:12]2)=[O:8])=[CH:4][CH:3]=1, predict the reactants needed to synthesize it. The reactants are: [Cl:1][C:2]1[S:6][C:5]([C:7]([NH:9][CH2:10][C@H:11]2[C@H:19]3[N:14]([C:15]4[CH:23]=[CH:22][C:21]([C:24]5[CH:29]=[CH:28][CH:27]=[CH:26][C:25]=5[S:30]([NH:33]C(C)(C)C)(=[O:32])=[O:31])=[CH:20][C:16]=4[O:17][CH2:18]3)[C:13](=[O:38])[O:12]2)=[O:8])=[CH:4][CH:3]=1.CC(=O)OCC. (4) Given the product [N:7]1[CH:2]=[CH:3][C:4]([NH:8][CH:9]([CH2:12][CH3:13])[CH2:10][OH:11])=[N:5][CH:6]=1, predict the reactants needed to synthesize it. The reactants are: Cl[C:2]1[N:7]=[CH:6][N:5]=[C:4]([NH:8][CH:9]([CH2:12][CH3:13])[CH2:10][OH:11])[CH:3]=1.[OH-].[Na+]. (5) Given the product [OH:65][C@H:33]([CH:46]1[CH2:51][CH2:50][CH2:49][CH2:48][CH2:47]1)[C:32]([N:17]1[CH2:18][CH2:19][CH2:20][C@H:16]1[C:15]([NH:14][CH2:13][C:12]1[CH:22]=[C:23]([Cl:26])[CH:24]=[CH:25][C:11]=1[CH:9]([NH:8][C:6]([O:5][C:1]([CH3:2])([CH3:3])[CH3:4])=[O:7])[CH3:10])=[O:21])=[O:31], predict the reactants needed to synthesize it. The reactants are: [C:1]([O:5][C:6]([NH:8][CH:9]([C:11]1[CH:25]=[CH:24][C:23]([Cl:26])=[CH:22][C:12]=1[CH2:13][NH:14][C:15](=[O:21])[C@@H:16]1[CH2:20][CH2:19][CH2:18][NH:17]1)[CH3:10])=[O:7])([CH3:4])([CH3:3])[CH3:2].CN1[CH2:33][CH2:32][O:31]CC1.CN([P+](ON1N=N[C:47]2[CH:48]=[CH:49][CH:50]=[CH:51][C:46]1=2)(N(C)C)N(C)C)C.F[P-](F)(F)(F)(F)F.CN(C=[O:65])C. (6) Given the product [CH:31]1([CH2:30][N:17]([C:10]2[CH:9]=[C:8]3[C:16]4[C:4]([CH3:3])([CH2:5][CH2:6][CH2:7]3)[CH2:15][CH2:14][CH2:13][C:12]=4[CH:11]=2)[C:18]2[N:19]=[CH:20][C:21]([C:24]([OH:26])=[O:25])=[CH:22][N:23]=2)[CH2:33][CH2:32]1, predict the reactants needed to synthesize it. The reactants are: [H-].[Na+].[CH3:3][C:4]12[C:16]3[C:8](=[CH:9][C:10]([NH:17][C:18]4[N:23]=[CH:22][C:21]([C:24]([O:26]CC)=[O:25])=[CH:20][N:19]=4)=[CH:11][C:12]=3[CH2:13][CH2:14][CH2:15]1)[CH2:7][CH2:6][CH2:5]2.Br[CH2:30][CH:31]1[CH2:33][CH2:32]1.[Cl-].[NH4+].